From a dataset of Ames mutagenicity test results for genotoxicity prediction. Regression/Classification. Given a drug SMILES string, predict its toxicity properties. Task type varies by dataset: regression for continuous values (e.g., LD50, hERG inhibition percentage) or binary classification for toxic/non-toxic outcomes (e.g., AMES mutagenicity, cardiotoxicity, hepatotoxicity). Dataset: ames. (1) The drug is Clc1ccc(CO[C@H](Cn2ccnc2)c2ccc(Cl)cc2Cl)cc1. The result is 0 (non-mutagenic). (2) The drug is O=NN1CCS[C@@H]1[C@H](O)[C@H](O)[C@H](O)[C@H](O)CO. The result is 1 (mutagenic).